Dataset: Reaction yield outcomes from USPTO patents with 853,638 reactions. Task: Predict the reaction yield, written as a fraction of the theoretical maximum amount of product (1.0 means a 100% yield; for example, 0.34 means a 34% yield). (1) The reactants are [H-].[Na+].C([C:7]1[CH:8]=[C:9]([N:17]2[C:21]([CH2:22]P(OC)(OC)=O)=[C:20](C)[C:19]([C:30]([O:32][CH3:33])=[O:31])=[N:18]2)[CH:10]=[C:11]([C:13]([CH3:16])([CH3:15])[CH3:14])[CH:12]=1)(C)(C)C.[C:34]1(=O)[CH2:39][CH2:38][CH2:37][CH2:36][CH2:35]1.[CH2:41]1COCC1. No catalyst specified. The product is [C:13]([C:11]1[CH:10]=[C:9]([N:17]2[C:21]([CH:22]=[C:34]3[CH2:39][CH2:38][CH2:37][CH2:36][CH2:35]3)=[CH:20][C:19]([C:30]([O:32][CH3:33])=[O:31])=[N:18]2)[CH:8]=[C:7]([CH3:41])[CH:12]=1)([CH3:16])([CH3:14])[CH3:15]. The yield is 0.840. (2) The reactants are F[C:2]1[CH:7]=[CH:6][C:5]([C:8]([F:11])([F:10])[F:9])=[CH:4][C:3]=1[O:12]C.[C:14]1([OH:20])[CH:19]=[CH:18][CH:17]=[CH:16][CH:15]=1.C(=O)([O-])[O-].[K+].[K+]. The catalyst is CS(C)=O. The product is [O:20]([C:2]1[CH:7]=[CH:6][C:5]([C:8]([F:9])([F:10])[F:11])=[CH:4][C:3]=1[OH:12])[C:14]1[CH:19]=[CH:18][CH:17]=[CH:16][CH:15]=1. The yield is 0.490. (3) The reactants are C[O:2][C:3](=[O:16])[CH:4]([O:6][C:7]1[CH:12]=[CH:11][C:10]([N+:13]([O-:15])=[O:14])=[CH:9][CH:8]=1)[CH3:5]. The catalyst is Cl. The product is [N+:13]([C:10]1[CH:9]=[CH:8][C:7]([O:6][CH:4]([CH3:5])[C:3]([OH:16])=[O:2])=[CH:12][CH:11]=1)([O-:15])=[O:14]. The yield is 0.853. (4) The reactants are C([S:4][CH2:5][CH2:6][CH:7]([S:12]([OH:15])(=[O:14])=[O:13])[C:8]([O:10]C)=[O:9])(=O)C.[OH-].[Na+].[N+:18]([C:21]1[CH:22]=[CH:23][C:24]([S:27][S:27][C:24]2[CH:23]=[CH:22][C:21]([N+:18]([O-:20])=[O:19])=[CH:26][N:25]=2)=[N:25][CH:26]=1)([O-:20])=[O:19]. The catalyst is O.CC(N(C)C)=O. The product is [N+:18]([C:21]1[CH:22]=[CH:23][C:24]([S:27][S:4][CH2:5][CH2:6][CH:7]([S:12]([OH:15])(=[O:13])=[O:14])[C:8]([OH:10])=[O:9])=[N:25][CH:26]=1)([O-:20])=[O:19]. The yield is 0.750. (5) The reactants are [Cl:1][C:2]1[CH:3]=[C:4]([CH:8]=[CH:9][N:10]=1)[C:5](O)=[O:6].Cl.[OH-].[Na+]. The catalyst is C1COCC1. The product is [Cl:1][C:2]1[CH:3]=[C:4]([CH2:5][OH:6])[CH:8]=[CH:9][N:10]=1. The yield is 0.600. (6) The reactants are Br[C:2]1[CH:3]=[N:4][C:5]2[C:10]([CH:11]=1)=[N:9][CH:8]=[CH:7][C:6]=2[Cl:12].C([Li])CCC.[O:18]=[C:19]1[CH2:24][CH2:23][N:22]([C:25]([O:27][C:28]([CH3:31])([CH3:30])[CH3:29])=[O:26])[CH2:21][CH2:20]1. The catalyst is C1COCC1. The product is [Cl:12][C:6]1[CH:7]=[CH:8][N:9]=[C:10]2[C:5]=1[N:4]=[CH:3][C:2]([C:19]1([OH:18])[CH2:20][CH2:21][N:22]([C:25]([O:27][C:28]([CH3:30])([CH3:29])[CH3:31])=[O:26])[CH2:23][CH2:24]1)=[CH:11]2. The yield is 0.380. (7) The reactants are [C:1]1([S:7]([N:10]2[C:14]3=[N:15][CH:16]=[C:17]([S:19][CH2:20][CH3:21])[CH:18]=[C:13]3[CH:12]=[C:11]2[CH:22]([OH:29])[CH2:23][CH:24]2[CH2:28][CH2:27][CH2:26][CH2:25]2)(=[O:9])=[O:8])[CH:6]=[CH:5][CH:4]=[CH:3][CH:2]=1.CC(OI1(OC(C)=O)(OC(C)=O)OC(=O)C2C=CC=CC1=2)=[O:32]. The catalyst is ClCCl. The product is [C:1]1([S:7]([N:10]2[C:14]3=[N:15][CH:16]=[C:17]([S:19]([CH2:20][CH3:21])=[O:32])[CH:18]=[C:13]3[CH:12]=[C:11]2[C:22](=[O:29])[CH2:23][CH:24]2[CH2:28][CH2:27][CH2:26][CH2:25]2)(=[O:9])=[O:8])[CH:2]=[CH:3][CH:4]=[CH:5][CH:6]=1. The yield is 0.480. (8) The reactants are [NH2:1][C:2]1[C:3]2[N:4]([C:8]([C@@H:28]3[CH2:32][CH2:31][CH2:30][NH:29]3)=[N:9][C:10]=2[C:11]2[CH:25]=[CH:24][C:14]([C:15]([NH:17][C:18]3[CH:23]=[CH:22][CH:21]=[CH:20][N:19]=3)=[O:16])=[C:13]([O:26][CH3:27])[CH:12]=2)[CH:5]=[CH:6][N:7]=1.[C:33](Cl)(=[O:36])[CH:34]=[CH2:35]. The product is [C:33]([N:29]1[CH2:30][CH2:31][CH2:32][C@H:28]1[C:8]1[N:4]2[CH:5]=[CH:6][N:7]=[C:2]([NH2:1])[C:3]2=[C:10]([C:11]2[CH:25]=[CH:24][C:14]([C:15]([NH:17][C:18]3[CH:23]=[CH:22][CH:21]=[CH:20][N:19]=3)=[O:16])=[C:13]([O:26][CH3:27])[CH:12]=2)[N:9]=1)(=[O:36])[CH:34]=[CH2:35]. No catalyst specified. The yield is 0.355. (9) The reactants are [C:1]([CH2:3][C@H:4]1[CH2:15][CH2:14][C:13]2[S:12][C:11]3[N:10]=[CH:9][N:8]=[C:7]([O:16][CH:17]4[CH2:22][CH2:21][C:20]([NH:24][C:25](=[O:31])[O:26][C:27]([CH3:30])([CH3:29])[CH3:28])([CH3:23])[CH2:19][CH2:18]4)[C:6]=3[C:5]1=2)#[N:2].[H-].[Na+].[CH3:34]I. The catalyst is CN(C=O)C. The product is [C:1]([CH2:3][C@H:4]1[CH2:15][CH2:14][C:13]2[S:12][C:11]3[N:10]=[CH:9][N:8]=[C:7]([O:16][CH:17]4[CH2:18][CH2:19][C:20]([N:24]([CH3:34])[C:25](=[O:31])[O:26][C:27]([CH3:30])([CH3:29])[CH3:28])([CH3:23])[CH2:21][CH2:22]4)[C:6]=3[C:5]1=2)#[N:2]. The yield is 0.780. (10) The reactants are N(C(C)C)C(C)C.[Li]CCCC.CC(C)=O.C(=O)=O.[CH2:20]([N:24]1[C:32]2[C:27](=[CH:28][CH:29]=[C:30]([O:33][CH3:34])[CH:31]=2)[C:26]([C:35]#[N:36])=[CH:25]1)[CH2:21][CH2:22][CH3:23].B(OC)(OC)OC.I[C:45]1[CH:51]=[CH:50][C:48]([NH2:49])=[CH:47][CH:46]=1. The catalyst is C1COCC1.CN(C=O)C. The product is [NH2:49][C:48]1[CH:50]=[CH:51][C:45]([C:25]2[N:24]([CH2:20][CH2:21][CH2:22][CH3:23])[C:32]3[C:27]([C:26]=2[C:35]#[N:36])=[CH:28][CH:29]=[C:30]([O:33][CH3:34])[CH:31]=3)=[CH:46][CH:47]=1. The yield is 0.860.